Dataset: Full USPTO retrosynthesis dataset with 1.9M reactions from patents (1976-2016). Task: Predict the reactants needed to synthesize the given product. (1) The reactants are: [Cl:1][C:2]1[CH:11]=[C:10]([C:12](=O)[CH3:13])[C:9]([N:15]2[CH2:20][CH2:19][N:18]([C:21]([C:23]3[CH:27]=[CH:26][N:25]([CH3:28])[N:24]=3)=[O:22])[CH2:17][CH2:16]2)=[C:8]2[C:3]=1[CH:4]=[CH:5][CH:6]=[N:7]2.C([O-])(=O)C.[NH4+].C([BH3-])#[N:35].[Na+].O1CCCC1. Given the product [Cl:1][C:2]1[CH:11]=[C:10]([CH:12]([NH2:35])[CH3:13])[C:9]([N:15]2[CH2:20][CH2:19][N:18]([C:21]([C:23]3[CH:27]=[CH:26][N:25]([CH3:28])[N:24]=3)=[O:22])[CH2:17][CH2:16]2)=[C:8]2[C:3]=1[CH:4]=[CH:5][CH:6]=[N:7]2, predict the reactants needed to synthesize it. (2) Given the product [C:17]([O:16][C:14](=[O:15])[NH:11][C:9]1[S:10][C:6]2[CH:5]=[C:4]([CH3:12])[C:3]([F:13])=[C:2]([Br:1])[C:7]=2[N:8]=1)([CH3:20])([CH3:19])[CH3:18], predict the reactants needed to synthesize it. The reactants are: [Br:1][C:2]1[C:7]2[N:8]=[C:9]([NH2:11])[S:10][C:6]=2[CH:5]=[C:4]([CH3:12])[C:3]=1[F:13].[C:14](O[C:14]([O:16][C:17]([CH3:20])([CH3:19])[CH3:18])=[O:15])([O:16][C:17]([CH3:20])([CH3:19])[CH3:18])=[O:15]. (3) The reactants are: [F:1][C:2]1[CH:7]=[CH:6][C:5]([N:8]2[C:11](=[O:12])[C@H:10]([S:13][CH2:14][C:15]([C:17]3[CH:22]=[CH:21][C:20]([F:23])=[CH:19][CH:18]=3)=[O:16])[C@H:9]2[C:24]2[CH:45]=[CH:44][C:27]([O:28][CH2:29][C:30]([NH:32][CH2:33][C:34]([NH:36][C@@H:37]([C:41]([OH:43])=[O:42])[CH:38]([CH3:40])[CH3:39])=[O:35])=[O:31])=[CH:26][CH:25]=2)=[CH:4][CH:3]=1.[BH4-].[Na+]. Given the product [F:1][C:2]1[CH:7]=[CH:6][C:5]([N:8]2[C:11](=[O:12])[C@H:10]([S:13][CH2:14][CH:15]([C:17]3[CH:18]=[CH:19][C:20]([F:23])=[CH:21][CH:22]=3)[OH:16])[C@H:9]2[C:24]2[CH:25]=[CH:26][C:27]([O:28][CH2:29][C:30]([NH:32][CH2:33][C:34]([NH:36][C@@H:37]([C:41]([OH:43])=[O:42])[CH:38]([CH3:40])[CH3:39])=[O:35])=[O:31])=[CH:44][CH:45]=2)=[CH:4][CH:3]=1, predict the reactants needed to synthesize it.